Regression. Given two drug SMILES strings and cell line genomic features, predict the synergy score measuring deviation from expected non-interaction effect. From a dataset of NCI-60 drug combinations with 297,098 pairs across 59 cell lines. (1) Drug 1: C1=CC(=CC=C1C#N)C(C2=CC=C(C=C2)C#N)N3C=NC=N3. Drug 2: C1CCC(C(C1)N)N.C(=O)(C(=O)[O-])[O-].[Pt+4]. Cell line: HCC-2998. Synergy scores: CSS=23.3, Synergy_ZIP=-3.67, Synergy_Bliss=-5.70, Synergy_Loewe=-5.05, Synergy_HSA=-4.35. (2) Drug 1: C1=NNC2=C1C(=O)NC=N2. Drug 2: C(CCl)NC(=O)N(CCCl)N=O. Cell line: U251. Synergy scores: CSS=10.7, Synergy_ZIP=6.61, Synergy_Bliss=13.7, Synergy_Loewe=-7.13, Synergy_HSA=3.37. (3) Drug 1: CC1=CC2C(CCC3(C2CCC3(C(=O)C)OC(=O)C)C)C4(C1=CC(=O)CC4)C. Drug 2: CCC1=C2CN3C(=CC4=C(C3=O)COC(=O)C4(CC)O)C2=NC5=C1C=C(C=C5)O. Cell line: SK-MEL-2. Synergy scores: CSS=19.5, Synergy_ZIP=-5.06, Synergy_Bliss=1.18, Synergy_Loewe=-19.7, Synergy_HSA=-1.05. (4) Drug 1: C1C(C(OC1N2C=C(C(=O)NC2=O)F)CO)O. Drug 2: CCN(CC)CCNC(=O)C1=C(NC(=C1C)C=C2C3=C(C=CC(=C3)F)NC2=O)C. Cell line: A498. Synergy scores: CSS=13.1, Synergy_ZIP=-5.80, Synergy_Bliss=-0.729, Synergy_Loewe=-15.5, Synergy_HSA=-1.56. (5) Drug 1: CC1CCC2CC(C(=CC=CC=CC(CC(C(=O)C(C(C(=CC(C(=O)CC(OC(=O)C3CCCCN3C(=O)C(=O)C1(O2)O)C(C)CC4CCC(C(C4)OC)OCCO)C)C)O)OC)C)C)C)OC. Drug 2: CCN(CC)CCCC(C)NC1=C2C=C(C=CC2=NC3=C1C=CC(=C3)Cl)OC. Cell line: HOP-92. Synergy scores: CSS=28.7, Synergy_ZIP=-8.79, Synergy_Bliss=-5.00, Synergy_Loewe=-2.54, Synergy_HSA=-2.53. (6) Drug 1: CC1=C(C=C(C=C1)C(=O)NC2=CC(=CC(=C2)C(F)(F)F)N3C=C(N=C3)C)NC4=NC=CC(=N4)C5=CN=CC=C5. Drug 2: CC1CCC2CC(C(=CC=CC=CC(CC(C(=O)C(C(C(=CC(C(=O)CC(OC(=O)C3CCCCN3C(=O)C(=O)C1(O2)O)C(C)CC4CCC(C(C4)OC)O)C)C)O)OC)C)C)C)OC. Cell line: EKVX. Synergy scores: CSS=8.89, Synergy_ZIP=2.61, Synergy_Bliss=7.55, Synergy_Loewe=-5.92, Synergy_HSA=0.0233. (7) Drug 1: COC1=NC(=NC2=C1N=CN2C3C(C(C(O3)CO)O)O)N. Drug 2: CCCCC(=O)OCC(=O)C1(CC(C2=C(C1)C(=C3C(=C2O)C(=O)C4=C(C3=O)C=CC=C4OC)O)OC5CC(C(C(O5)C)O)NC(=O)C(F)(F)F)O. Cell line: MDA-MB-231. Synergy scores: CSS=44.4, Synergy_ZIP=-2.12, Synergy_Bliss=1.45, Synergy_Loewe=-2.38, Synergy_HSA=5.45. (8) Drug 1: CC1CCC2CC(C(=CC=CC=CC(CC(C(=O)C(C(C(=CC(C(=O)CC(OC(=O)C3CCCCN3C(=O)C(=O)C1(O2)O)C(C)CC4CCC(C(C4)OC)O)C)C)O)OC)C)C)C)OC. Drug 2: CC1C(C(CC(O1)OC2CC(CC3=C2C(=C4C(=C3O)C(=O)C5=CC=CC=C5C4=O)O)(C(=O)C)O)N)O. Cell line: A549. Synergy scores: CSS=62.9, Synergy_ZIP=8.88, Synergy_Bliss=10.5, Synergy_Loewe=10.3, Synergy_HSA=13.0. (9) Drug 1: C1CN1P(=S)(N2CC2)N3CC3. Drug 2: CCC1(C2=C(COC1=O)C(=O)N3CC4=CC5=C(C=CC(=C5CN(C)C)O)N=C4C3=C2)O.Cl. Cell line: MCF7. Synergy scores: CSS=13.2, Synergy_ZIP=-6.50, Synergy_Bliss=-3.92, Synergy_Loewe=-3.18, Synergy_HSA=-1.93. (10) Drug 1: CCC1(CC2CC(C3=C(CCN(C2)C1)C4=CC=CC=C4N3)(C5=C(C=C6C(=C5)C78CCN9C7C(C=CC9)(C(C(C8N6C=O)(C(=O)OC)O)OC(=O)C)CC)OC)C(=O)OC)O.OS(=O)(=O)O. Drug 2: COCCOC1=C(C=C2C(=C1)C(=NC=N2)NC3=CC=CC(=C3)C#C)OCCOC.Cl. Cell line: MCF7. Synergy scores: CSS=19.4, Synergy_ZIP=-3.43, Synergy_Bliss=-1.02, Synergy_Loewe=-0.752, Synergy_HSA=-1.05.